From a dataset of Reaction yield outcomes from USPTO patents with 853,638 reactions. Predict the reaction yield, written as a fraction of the theoretical maximum amount of product (1.0 means a 100% yield; for example, 0.34 means a 34% yield). (1) The reactants are [Cl:1][C:2]1[CH:3]=[CH:4][C:5]([OH:23])=[C:6]([C:8]2[CH:13]=[CH:12][N:11]=[C:10]([C:14]([NH:16][CH2:17][CH2:18][C:19]([O:21][CH3:22])=[O:20])=[O:15])[CH:9]=2)[CH:7]=1.C([O-])([O-])=O.[K+].[K+].[Cl:30][C:31]1[C:32](F)=[CH:33][C:34]([F:57])=[C:35]([S:37]([N:40]([CH2:46][C:47]2[CH:52]=[CH:51][C:50]([O:53][CH3:54])=[CH:49][C:48]=2[O:55][CH3:56])[C:41]2[S:45][N:44]=[CH:43][N:42]=2)(=[O:39])=[O:38])[CH:36]=1.O. The catalyst is CN(C=O)C. The product is [CH3:22][O:21][C:19](=[O:20])[CH2:18][CH2:17][NH:16][C:14](=[O:15])[C:10]1[CH:9]=[C:8]([C:6]2[CH:7]=[C:2]([Cl:1])[CH:3]=[CH:4][C:5]=2[O:23][C:32]2[CH:33]=[C:34]([F:57])[C:35]([S:37](=[O:38])(=[O:39])[N:40]([CH2:46][C:47]3[CH:52]=[CH:51][C:50]([O:53][CH3:54])=[CH:49][C:48]=3[O:55][CH3:56])[C:41]3[S:45][N:44]=[CH:43][N:42]=3)=[CH:36][C:31]=2[Cl:30])[CH:13]=[CH:12][N:11]=1. The yield is 0.600. (2) The reactants are [F:1][C:2]1[C:10]2[N:9]=[C:8]([CH:11]([CH3:17])[C:12](OCC)=O)[NH:7][C:6]=2[C:5]([F:18])=[C:4]([F:19])[CH:3]=1.[NH2:20][C:21]1[CH:43]=[CH:42][C:24]([C:25]([NH:27][CH2:28][CH2:29][O:30][C:31]2[CH:41]=[CH:40][CH:39]=[CH:38][C:32]=2[C:33]([O:35][CH2:36][CH3:37])=[O:34])=[O:26])=[CH:23][C:22]=1[NH:44][CH3:45]. The catalyst is CN1C(=O)N(C)CCC1. The product is [F:1][C:2]1[C:10]2[N:9]=[C:8]([CH:11]([C:12]3[N:44]([CH3:45])[C:22]4[CH:23]=[C:24]([C:25]([NH:27][CH2:28][CH2:29][O:30][C:31]5[CH:41]=[CH:40][CH:39]=[CH:38][C:32]=5[C:33]([O:35][CH2:36][CH3:37])=[O:34])=[O:26])[CH:42]=[CH:43][C:21]=4[N:20]=3)[CH3:17])[NH:7][C:6]=2[C:5]([F:18])=[C:4]([F:19])[CH:3]=1. The yield is 0.490. (3) The reactants are [F:1][C:2]([F:9])([F:8])[C:3]1[CH:7]=[CH:6][NH:5][N:4]=1.[Cl:10][C:11]1[CH:18]=[C:17](F)[CH:16]=[CH:15][C:12]=1[C:13]#[N:14].C(=O)([O-])[O-].[K+].[K+].O. The catalyst is CN(C)C=O. The product is [Cl:10][C:11]1[CH:18]=[C:17]([C:7]2[C:3]([C:2]([F:9])([F:8])[F:1])=[N:4][NH:5][CH:6]=2)[CH:16]=[CH:15][C:12]=1[C:13]#[N:14]. The yield is 0.920. (4) The reactants are [CH2:1]([N:5]([CH2:9][CH2:10][OH:11])[CH2:6][CH2:7][OH:8])[CH2:2][CH2:3][CH3:4].C(N(CC)CC)C.Cl[C:20](Cl)([O:22]C(=O)OC(Cl)(Cl)Cl)Cl. The catalyst is C1COCC1. The product is [CH2:1]([N:5]1[CH2:6][CH2:7][O:8][C:20](=[O:22])[O:11][CH2:10][CH2:9]1)[CH2:2][CH2:3][CH3:4]. The yield is 0.820. (5) The reactants are CO[C:3]([C:5]1[NH:6][N:7]=[C:8]([O:10][CH2:11][C:12]2[C:13]([C:18]3[CH:23]=[CH:22][C:21]([F:24])=[CH:20][N:19]=3)=[N:14][O:15][C:16]=2[CH3:17])[CH:9]=1)=[O:4].COC(C1NN=C(OCC2C(C3C=CC=CC=3)=NOC=2C)C=1)=O.[F:48][C:49]([F:53])([F:52])[CH2:50][NH2:51]. No catalyst specified. The product is [F:48][C:49]([F:53])([F:52])[CH2:50][NH:51][C:3]([C:5]1[NH:6][N:7]=[C:8]([O:10][CH2:11][C:12]2[C:13]([C:18]3[CH:23]=[CH:22][C:21]([F:24])=[CH:20][N:19]=3)=[N:14][O:15][C:16]=2[CH3:17])[CH:9]=1)=[O:4]. The yield is 0.210. (6) The reactants are Cl[CH2:2][CH2:3][C@@H:4]([N:13]1[C:17]2[CH:18]=[CH:19][CH:20]=[CH:21][C:16]=2[N:15]([CH:22]([CH3:24])[CH3:23])[S:14]1(=[O:26])=[O:25])[C:5]1[CH:10]=[C:9]([F:11])[CH:8]=[C:7]([Cl:12])[CH:6]=1.[CH3:27][NH2:28]. The product is [Cl:12][C:7]1[CH:6]=[C:5]([C@H:4]([N:13]2[C:17]3[CH:18]=[CH:19][CH:20]=[CH:21][C:16]=3[N:15]([CH:22]([CH3:23])[CH3:24])[S:14]2(=[O:25])=[O:26])[CH2:3][CH2:2][NH:28][CH3:27])[CH:10]=[C:9]([F:11])[CH:8]=1. The yield is 0.700. No catalyst specified. (7) The reactants are [OH:1][C:2]1[CH:7]=[CH:6][C:5]([CH2:8][CH2:9][C:10]2[N:11]=[C:12]([NH:15][C:16](=[O:18])[CH3:17])[S:13][CH:14]=2)=[CH:4][CH:3]=1.[C:19]([N:26]1C=CN=C1)(N1C=CN=C1)=[O:20].[C:31]([O:35][C:36]([CH3:39])([CH3:38])[CH3:37])(=[O:34])[NH:32]N. The catalyst is O1CCCC1. The product is [NH:26]([C:19]([O:1][C:2]1[CH:7]=[CH:6][C:5]([CH2:8][CH2:9][C:10]2[N:11]=[C:12]([NH:15][C:16](=[O:18])[CH3:17])[S:13][CH:14]=2)=[CH:4][CH:3]=1)=[O:20])[NH:32][C:31]([O:35][C:36]([CH3:39])([CH3:38])[CH3:37])=[O:34]. The yield is 0.500. (8) The reactants are [H-].[H-].[H-].[H-].[Li+].[Al+3].[CH3:7][O:8][CH:9]([O:17][CH3:18])[CH2:10][CH2:11][CH2:12][C:13](OC)=[O:14].CCCCCC.C(OCC)(=O)C. The catalyst is O1CCCC1. The product is [CH3:7][O:8][CH:9]([O:17][CH3:18])[CH2:10][CH2:11][CH2:12][CH2:13][OH:14]. The yield is 0.340. (9) The reactants are [CH3:1][O:2][C:3]([NH:5][C@H:6]([C:11]([N:13]1[CH2:17][C@@H:16]([CH3:18])[CH2:15][C@H:14]1[C:19]1[NH:20][C:21]([C:24]2[CH:29]=[C:28]3[CH2:30][O:31][C:32]4[CH:59]=[C:58]5[C:35]([CH:36]=[CH:37][C:38]6[N:42]=[C:41]([C@@H:43]7[CH2:47][C@H:46]([CH2:48][O:49][CH3:50])[CH2:45][N:44]7C(OC(C)(C)C)=O)[NH:40][C:39]=65)=[CH:34][C:33]=4[C:27]3=[CH:26][CH:25]=2)=[CH:22][N:23]=1)=[O:12])[C@@H:7]([CH2:9][CH3:10])[CH3:8])=[O:4].[CH3:60][O:61][C:62]([NH:64][C@@H:65]([C@@H:69]([CH3:72])[CH2:70][CH3:71])[C:66](O)=[O:67])=[O:63].CN(C(ON1N=NC2C=CC=NC1=2)=[N+](C)C)C.F[P-](F)(F)(F)(F)F.CN1CCOCC1. The catalyst is Cl.CCO.CN(C=O)C. The product is [CH3:1][O:2][C:3]([NH:5][C@@H:6]([C@H:7]([CH3:8])[CH2:9][CH3:10])[C:11]([N:13]1[CH2:17][C@@H:16]([CH3:18])[CH2:15][C@H:14]1[C:19]1[NH:20][C:21]([C:24]2[CH:29]=[C:28]3[CH2:30][O:31][C:32]4[CH:59]=[C:58]5[C:35]([CH:36]=[CH:37][C:38]6[N:42]=[C:41]([C@@H:43]7[CH2:47][C@H:46]([CH2:48][O:49][CH3:50])[CH2:45][N:44]7[C:66](=[O:67])[CH:65]([NH:64][C:62](=[O:63])[O:61][CH3:60])[C@H:69]([CH3:72])[CH2:70][CH3:71])[NH:40][C:39]=65)=[CH:34][C:33]=4[C:27]3=[CH:26][CH:25]=2)=[CH:22][N:23]=1)=[O:12])=[O:4]. The yield is 0.860.